This data is from Reaction yield outcomes from USPTO patents with 853,638 reactions. The task is: Predict the reaction yield, written as a fraction of the theoretical maximum amount of product (1.0 means a 100% yield; for example, 0.34 means a 34% yield). The reactants are [N:1]([CH2:4][C:5]1[CH:10]=[CH:9][C:8]([N+:11]([O-:13])=[O:12])=[CH:7][CH:6]=1)=[C:2]=S.[CH3:14][C:15]1([CH3:31])[CH2:24][CH2:23][C:22]([CH3:26])([CH3:25])[C:21]2[CH:20]=[C:19]([C:27]([NH:29][NH2:30])=[O:28])[CH:18]=[CH:17][C:16]1=2. The catalyst is C(O)C.[Hg]=O. The product is [N+:11]([C:8]1[CH:9]=[CH:10][C:5]([CH2:4][NH:1][C:2]2[O:28][C:27]([C:19]3[CH:18]=[CH:17][C:16]4[C:15]([CH3:31])([CH3:14])[CH2:24][CH2:23][C:22]([CH3:26])([CH3:25])[C:21]=4[CH:20]=3)=[N:29][N:30]=2)=[CH:6][CH:7]=1)([O-:13])=[O:12]. The yield is 0.660.